From a dataset of Full USPTO retrosynthesis dataset with 1.9M reactions from patents (1976-2016). Predict the reactants needed to synthesize the given product. (1) Given the product [Cl:1][C:2]1[CH:3]=[CH:4][C:5]([CH2:6][CH2:7][NH:8][C:9](=[O:17])[C:10]2[CH:15]=[CH:14][C:13]([O:16][C:36]3[CH:35]=[CH:34][C:31]([CH:32]=[O:33])=[CH:30][C:29]=3[CH:26]3[CH2:27][CH2:28]3)=[CH:12][CH:11]=2)=[CH:18][CH:19]=1, predict the reactants needed to synthesize it. The reactants are: [Cl:1][C:2]1[CH:19]=[CH:18][C:5]([CH2:6][CH2:7][NH:8][C:9](=[O:17])[C:10]2[CH:15]=[CH:14][C:13]([OH:16])=[CH:12][CH:11]=2)=[CH:4][CH:3]=1.C([O-])([O-])=O.[K+].[K+].[CH:26]1([C:29]2[CH:30]=[C:31]([CH:34]=[CH:35][C:36]=2F)[CH:32]=[O:33])[CH2:28][CH2:27]1. (2) Given the product [CH3:11][C:4]1[CH:5]=[C:6]([N+:8]([O-:10])=[O:9])[CH:7]=[C:2]([CH3:1])[C:3]=1[N:12]1[CH:17]=[CH:16][CH:15]=[C:14]([CH2:18][CH2:19][OH:20])[C:13]1=[O:22], predict the reactants needed to synthesize it. The reactants are: [CH3:1][C:2]1[CH:7]=[C:6]([N+:8]([O-:10])=[O:9])[CH:5]=[C:4]([CH3:11])[C:3]=1[N:12]1[CH:17]=[CH:16][CH:15]=[C:14]([CH2:18][C:19](O)=[O:20])[C:13]1=[O:22].B. (3) The reactants are: [CH3:1][C:2]1[O:6][N:5]=[C:4]([C:7]2[CH:12]=[CH:11][CH:10]=[CH:9][CH:8]=2)[C:3]=1[CH2:13][OH:14].[H-].[Na+].Cl[C:18]1[N:19]=[CH:20][C:21]([C:24]([O:26][CH3:27])=[O:25])=[N:22][CH:23]=1.O. Given the product [CH3:27][O:26][C:24]([C:21]1[CH:20]=[N:19][C:18]([O:14][CH2:13][C:3]2[C:4]([C:7]3[CH:12]=[CH:11][CH:10]=[CH:9][CH:8]=3)=[N:5][O:6][C:2]=2[CH3:1])=[CH:23][N:22]=1)=[O:25], predict the reactants needed to synthesize it.